Dataset: Full USPTO retrosynthesis dataset with 1.9M reactions from patents (1976-2016). Task: Predict the reactants needed to synthesize the given product. Given the product [NH2:25][CH:16]1[CH:17]([CH2:19][CH3:20])[CH2:18][N:13]([CH2:6][C:7]2[CH:12]=[CH:11][CH:10]=[CH:9][CH:8]=2)[CH2:14][CH:15]1[CH2:22][CH3:23], predict the reactants needed to synthesize it. The reactants are: C([O-])(=O)C.[NH4+].[CH2:6]([N:13]1[CH2:18][CH:17]([CH2:19][CH3:20])[C:16](=O)[CH:15]([CH2:22][CH3:23])[CH2:14]1)[C:7]1[CH:12]=[CH:11][CH:10]=[CH:9][CH:8]=1.C([BH3-])#[N:25].[Na+].